Dataset: Forward reaction prediction with 1.9M reactions from USPTO patents (1976-2016). Task: Predict the product of the given reaction. The product is: [CH3:1][O:2][C:3](=[O:27])[NH:4][CH:5]([C:9]([N:11]1[CH2:15][CH2:14][CH2:13][CH:12]1[CH2:16][NH:17][C:18]([C:19]1[CH:24]=[CH:23][C:22]([C:51]2[CH:52]=[CH:53][C:48]([C:45]3[NH:44][C:43]([CH:39]4[CH2:40][CH2:41][CH2:42][N:38]4[C:36](=[O:37])[CH:32]([NH:31][C:30]([O:29][CH3:28])=[O:63])[CH:33]([CH3:35])[CH3:34])=[N:47][CH:46]=3)=[CH:49][CH:50]=2)=[CH:21][CH:20]=1)=[O:26])=[O:10])[CH:6]([CH3:8])[CH3:7]. Given the reactants [CH3:1][O:2][C:3](=[O:27])[NH:4][CH:5]([C:9]([N:11]1[CH2:15][CH2:14][CH2:13][CH:12]1[CH2:16][NH:17][C:18](=[O:26])[C:19]1[CH:24]=[CH:23][C:22](Br)=[CH:21][CH:20]=1)=[O:10])[CH:6]([CH3:8])[CH3:7].[CH3:28][O:29][C:30](=[O:63])[NH:31][CH:32]([C:36]([N:38]1[CH2:42][CH2:41][CH2:40][CH:39]1[C:43]1[NH:44][C:45]([C:48]2[CH:53]=[CH:52][C:51](B3OC(C)(C)C(C)(C)O3)=[CH:50][CH:49]=2)=[CH:46][N:47]=1)=[O:37])[CH:33]([CH3:35])[CH3:34].[O-]P([O-])([O-])=O.[K+].[K+].[K+].N#N, predict the reaction product.